This data is from hERG potassium channel inhibition data for cardiac toxicity prediction from Karim et al.. The task is: Regression/Classification. Given a drug SMILES string, predict its toxicity properties. Task type varies by dataset: regression for continuous values (e.g., LD50, hERG inhibition percentage) or binary classification for toxic/non-toxic outcomes (e.g., AMES mutagenicity, cardiotoxicity, hepatotoxicity). Dataset: herg_karim. (1) The compound is O=C(Nc1ccc(C[C@@H]2CC[C@H]([C@H](O)c3cccnc3)N2)cc1)[C@@H]1CCc2ccnn21. The result is 0 (non-blocker). (2) The compound is Cc1nc2c(c(-c3ccc(Cl)cc3Cl)c1CN)CN(CC(=O)N1CCCC1)C2=O. The result is 0 (non-blocker).